Dataset: Full USPTO retrosynthesis dataset with 1.9M reactions from patents (1976-2016). Task: Predict the reactants needed to synthesize the given product. (1) Given the product [C:46]([OH:53])(=[O:52])[CH2:47][CH2:48][C:49]([OH:51])=[O:50].[F:1][C:2]1[CH:3]=[C:4]([NH:21][C:22]([C:24]2[C:25](=[O:45])[N:26]([C:39]3[CH:40]=[CH:41][CH:42]=[CH:43][CH:44]=3)[N:27]([CH2:30][C@H:31]([O:33][C:34](=[O:38])[C@@H:35]([NH2:37])[CH3:36])[CH3:32])[C:28]=2[CH3:29])=[O:23])[CH:5]=[CH:6][C:7]=1[O:8][C:9]1[C:18]2[C:13](=[CH:14][C:15]([O:19][CH3:20])=[CH:16][CH:17]=2)[N:12]=[CH:11][CH:10]=1, predict the reactants needed to synthesize it. The reactants are: [F:1][C:2]1[CH:3]=[C:4]([NH:21][C:22]([C:24]2[C:25](=[O:45])[N:26]([C:39]3[CH:44]=[CH:43][CH:42]=[CH:41][CH:40]=3)[N:27]([CH2:30][C@H:31]([O:33][C:34](=[O:38])[C@@H:35]([NH2:37])[CH3:36])[CH3:32])[C:28]=2[CH3:29])=[O:23])[CH:5]=[CH:6][C:7]=1[O:8][C:9]1[C:18]2[C:13](=[CH:14][C:15]([O:19][CH3:20])=[CH:16][CH:17]=2)[N:12]=[CH:11][CH:10]=1.[C:46]([OH:53])(=[O:52])[CH2:47][CH2:48][C:49]([OH:51])=[O:50]. (2) Given the product [C:1]([O:5][C:6]([N:8]([S:9]([O:12][N:13]1[C:14](=[O:19])[CH2:15][CH2:16][C:17]1=[O:18])(=[O:10])=[O:11])[CH2:23][CH2:22][O:21][CH3:20])=[O:7])([CH3:4])([CH3:2])[CH3:3], predict the reactants needed to synthesize it. The reactants are: [C:1]([O:5][C:6]([NH:8][S:9]([O:12][N:13]1[C:17](=[O:18])[CH2:16][CH2:15][C:14]1=[O:19])(=[O:11])=[O:10])=[O:7])([CH3:4])([CH3:3])[CH3:2].[CH3:20][O:21][CH2:22][CH2:23]O.C1(P(C2C=CC=CC=2)C2C=CC=CC=2)C=CC=CC=1.N(C(OCC)=O)=NC(OCC)=O. (3) The reactants are: C(OC([N:8]1[CH2:13][CH2:12][N:11]([C:14]([C:16]2[NH:17][C:18]3[C:23]([CH:24]=2)=[CH:22][C:21]([Cl:25])=[CH:20][CH:19]=3)=[O:15])[CH2:10][CH2:9]1)=O)(C)(C)C.C(O)(C(F)(F)F)=O. Given the product [Cl:25][C:21]1[CH:22]=[C:23]2[C:18](=[CH:19][CH:20]=1)[NH:17][C:16]([C:14]([N:11]1[CH2:10][CH2:9][NH:8][CH2:13][CH2:12]1)=[O:15])=[CH:24]2, predict the reactants needed to synthesize it. (4) Given the product [OH:8][C:9]1[CH:10]=[C:11]2[C:15](=[CH:16][CH:17]=1)[NH:14][C:13]([CH2:18][CH:19]([CH2:24][C:25]1[CH:26]=[CH:27][CH:28]=[CH:29][CH:30]=1)[C:20]([O:22][CH3:23])=[O:21])=[CH:12]2, predict the reactants needed to synthesize it. The reactants are: C([O:8][C:9]1[CH:10]=[C:11]2[C:15](=[CH:16][CH:17]=1)[NH:14][C:13]([CH2:18][CH:19]([CH2:24][C:25]1[CH:30]=[CH:29][CH:28]=[CH:27][CH:26]=1)[C:20]([O:22][CH3:23])=[O:21])=[CH:12]2)C1C=CC=CC=1. (5) Given the product [NH2:1][C:2]1[N:3]=[C:4]([C:11]2[CH:16]=[CH:15][C:14]([O:17][CH3:18])=[CH:13][CH:12]=2)[S:5][C:6]=1[C:7]([OH:9])=[O:8], predict the reactants needed to synthesize it. The reactants are: [NH2:1][C:2]1[N:3]=[C:4]([C:11]2[CH:16]=[CH:15][C:14]([O:17][CH3:18])=[CH:13][CH:12]=2)[S:5][C:6]=1[C:7]([O:9]C)=[O:8].[OH-].[Li+].Cl.[Cl-].[Na+].